Dataset: NCI-60 drug combinations with 297,098 pairs across 59 cell lines. Task: Regression. Given two drug SMILES strings and cell line genomic features, predict the synergy score measuring deviation from expected non-interaction effect. Drug 1: CC(C)NC(=O)C1=CC=C(C=C1)CNNC.Cl. Drug 2: C1C(C(OC1N2C=NC(=NC2=O)N)CO)O. Cell line: IGROV1. Synergy scores: CSS=1.87, Synergy_ZIP=-1.16, Synergy_Bliss=-1.62, Synergy_Loewe=-4.42, Synergy_HSA=-1.97.